This data is from Full USPTO retrosynthesis dataset with 1.9M reactions from patents (1976-2016). The task is: Predict the reactants needed to synthesize the given product. Given the product [NH2:24][C:20]1[CH:19]=[C:18]([C:15]2[CH2:16][CH2:17][N:12]([CH2:11][CH2:10][N:2]([CH3:1])[C:3](=[O:9])[O:4][C:5]([CH3:6])([CH3:7])[CH3:8])[CH2:13][CH:14]=2)[CH:23]=[CH:22][CH:21]=1, predict the reactants needed to synthesize it. The reactants are: [CH3:1][N:2]([CH2:10][CH2:11][N:12]1[CH2:17][CH2:16][C:15]([C:18]2[CH:23]=[CH:22][CH:21]=[C:20]([N+:24]([O-])=O)[CH:19]=2)=[CH:14][CH2:13]1)[C:3](=[O:9])[O:4][C:5]([CH3:8])([CH3:7])[CH3:6].